Task: Predict the product of the given reaction.. Dataset: Forward reaction prediction with 1.9M reactions from USPTO patents (1976-2016) (1) Given the reactants [CH3:1][O:2][C:3](=[O:18])[C:4]([C:8](=[O:17])[C:9]1[CH:14]=[CH:13][C:12]([CH3:15])=[C:11]([CH3:16])[CH:10]=1)=[CH:5]OC.[O:19]1[C:23]2[CH:24]=[CH:25][C:26]([NH2:28])=[CH:27][C:22]=2[O:21][CH2:20]1, predict the reaction product. The product is: [CH3:1][O:2][C:3](=[O:18])[C:4]([C:8](=[O:17])[C:9]1[CH:14]=[CH:13][C:12]([CH3:15])=[C:11]([CH3:16])[CH:10]=1)=[CH:5][NH:28][C:26]1[CH:25]=[CH:24][C:23]2[O:19][CH2:20][O:21][C:22]=2[CH:27]=1. (2) Given the reactants [C:1]([C:4]1[CH:5]=[CH:6][C:7]([Br:10])=[N:8][CH:9]=1)(=[O:3])[CH3:2].[CH2:11](O)[CH2:12][OH:13].O.C1(C)C=CC(S(O)(=O)=O)=CC=1, predict the reaction product. The product is: [Br:10][C:7]1[CH:6]=[CH:5][C:4]([C:1]2([CH3:2])[O:13][CH2:12][CH2:11][O:3]2)=[CH:9][N:8]=1. (3) Given the reactants S(O)(O)(=O)=O.[NH2:6][CH2:7][C:8]1[CH:16]=[CH:15][C:11]([C:12]([OH:14])=[O:13])=[CH:10][C:9]=1[N+:17]([O-:19])=[O:18].C(=O)([O-])[O-].[K+].[K+].[C:26]([O:30][C:31](O[C:31]([O:30][C:26]([CH3:29])([CH3:28])[CH3:27])=[O:32])=[O:32])([CH3:29])([CH3:28])[CH3:27].Cl, predict the reaction product. The product is: [C:26]([O:30][C:31]([NH:6][CH2:7][C:8]1[CH:16]=[CH:15][C:11]([C:12]([OH:14])=[O:13])=[CH:10][C:9]=1[N+:17]([O-:19])=[O:18])=[O:32])([CH3:29])([CH3:28])[CH3:27]. (4) The product is: [C:29]1([CH:5]2[O:10][C:9](=[O:11])[NH:8][CH2:7][CH2:6]2)[CH:30]=[CH:31][CH:32]=[CH:33][CH:34]=1. Given the reactants OCCC[C@@:5]1([C:29]2[CH:34]=[CH:33][CH:32]=[CH:31][CH:30]=2)[O:10][C:9](=[O:11])[N:8]([C@H](C2C=CC(B3OC(C)(C)C(C)(C)O3)=CC=2)C)[CH2:7][CH2:6]1.BrC1C=CN(C)C(=O)C=1.C([O-])([O-])=O.[Cs+].[Cs+], predict the reaction product. (5) Given the reactants [N+:1]([C:4]1[N:5]=[CH:6][NH:7][CH:8]=1)([O-:3])=[O:2].I[CH:10]([CH3:12])[CH3:11].C([O-])([O-])=O.[K+].[K+], predict the reaction product. The product is: [CH:10]([N:7]1[CH:8]=[C:4]([N+:1]([O-:3])=[O:2])[N:5]=[CH:6]1)([CH3:12])[CH3:11]. (6) Given the reactants Br[C:2]1[CH:3]=[CH:4][C:5]([F:20])=[C:6]([C:8]2([CH:17]([F:19])[F:18])[NH:13][C:12](=[O:14])[C:11]([CH3:16])([CH3:15])[O:10][CH2:9]2)[CH:7]=1.C([O-])(=O)C.[Na+].C1COCC1.[H][H], predict the reaction product. The product is: [F:19][CH:17]([F:18])[C:8]1([C:6]2[CH:7]=[CH:2][CH:3]=[CH:4][C:5]=2[F:20])[NH:13][C:12](=[O:14])[C:11]([CH3:16])([CH3:15])[O:10][CH2:9]1. (7) Given the reactants [CH:1]([C:3]1[CH:8]=[CH:7][C:6]([CH:9]=[CH:10][CH2:11][CH2:12][C:13]([OH:15])=[O:14])=[CH:5][CH:4]=1)=O.C([NH:20][C:21]1[CH:26]=[CH:25][CH:24]=[CH:23][CH:22]=1)(C)(C)C.[CH3:27]C(O)=O.C([BH3-])#N.[Na+].CN1[C:40](=O)[CH2:39][CH2:38]C1, predict the reaction product. The product is: [C:39]([C:24]1[CH:23]=[CH:22][C:21]([NH:20][CH2:1][C:3]2[CH:8]=[CH:7][C:6]([CH:9]=[CH:10][CH2:11][CH2:12][C:13]([OH:15])=[O:14])=[CH:5][CH:4]=2)=[CH:26][CH:25]=1)([CH3:38])([CH3:40])[CH3:27]. (8) Given the reactants Br[C:2]1[C:10]2[S:9][C:8]([N:11]3[CH2:16][N:15]([CH3:17])[CH2:14][N:13]([CH2:18][CH3:19])[C:12]3=[O:20])=[N:7][C:6]=2[CH:5]=[C:4]([C:21]2[CH:22]=[N:23][C:24]([N:27]3[CH2:32][CH2:31][C:30]([CH3:38])([C:33]([O:35][CH2:36][CH3:37])=[O:34])[CH2:29][CH2:28]3)=[N:25][CH:26]=2)[CH:3]=1.[B:39]1(B2OCC(C)(C)CO2)[O:44]CC(C)(C)C[O:40]1.C(Cl)Cl.C([O-])(=O)C.[K+], predict the reaction product. The product is: [CH2:36]([O:35][C:33]([C:30]1([CH3:38])[CH2:31][CH2:32][N:27]([C:24]2[N:23]=[CH:22][C:21]([C:4]3[CH:3]=[C:2]([B:39]([OH:44])[OH:40])[C:10]4[S:9][C:8]([N:11]5[CH2:16][N:15]([CH3:17])[CH2:14][N:13]([CH2:18][CH3:19])[C:12]5=[O:20])=[N:7][C:6]=4[CH:5]=3)=[CH:26][N:25]=2)[CH2:28][CH2:29]1)=[O:34])[CH3:37].